This data is from Peptide-MHC class I binding affinity with 185,985 pairs from IEDB/IMGT. The task is: Regression. Given a peptide amino acid sequence and an MHC pseudo amino acid sequence, predict their binding affinity value. This is MHC class I binding data. (1) The peptide sequence is SVIDHIHYM. The MHC is HLA-C15:02 with pseudo-sequence HLA-C15:02. The binding affinity (normalized) is 0.579. (2) The peptide sequence is GTTHFQRALI. The MHC is HLA-A68:02 with pseudo-sequence HLA-A68:02. The binding affinity (normalized) is 0.661. (3) The peptide sequence is YEEAGRGSM. The MHC is HLA-B07:02 with pseudo-sequence HLA-B07:02. The binding affinity (normalized) is 0.213. (4) The peptide sequence is WFLYVSQQI. The MHC is HLA-A02:19 with pseudo-sequence HLA-A02:19. The binding affinity (normalized) is 0.0847. (5) The peptide sequence is SFEPIPIHY. The MHC is HLA-B07:02 with pseudo-sequence HLA-B07:02. The binding affinity (normalized) is 0.